From a dataset of Full USPTO retrosynthesis dataset with 1.9M reactions from patents (1976-2016). Predict the reactants needed to synthesize the given product. (1) Given the product [F:1][C:2]1[CH:3]=[CH:4][CH:5]=[C:6]2[C:11]=1[N:10]=[CH:9][C:8]([O:12][C:13]1[C:14]([C:19]([CH3:23])([CH3:22])[CH:20]([OH:21])[CH3:24])=[N:15][CH:16]=[CH:17][CH:18]=1)=[CH:7]2, predict the reactants needed to synthesize it. The reactants are: [F:1][C:2]1[CH:3]=[CH:4][CH:5]=[C:6]2[C:11]=1[N:10]=[CH:9][C:8]([O:12][C:13]1[C:14]([C:19]([CH3:23])([CH3:22])[CH:20]=[O:21])=[N:15][CH:16]=[CH:17][CH:18]=1)=[CH:7]2.[CH3:24][Mg]Cl.O. (2) Given the product [F:1][C:2]([F:15])([F:14])[S:3]([O:6][C:17]1[CH2:22][CH2:21][N:20]([C:23]([O:25][C:26]([CH3:27])([CH3:28])[CH3:29])=[O:24])[CH2:19][C:18]=1[C:30]([O:32][CH2:33][CH3:34])=[O:31])(=[O:5])=[O:4], predict the reactants needed to synthesize it. The reactants are: [F:1][C:2]([F:15])([F:14])[S:3]([O:6]S(C(F)(F)F)(=O)=O)(=[O:5])=[O:4].O=[C:17]1[CH2:22][CH2:21][N:20]([C:23]([O:25][C:26]([CH3:29])([CH3:28])[CH3:27])=[O:24])[CH2:19][CH:18]1[C:30]([O:32][CH2:33][CH3:34])=[O:31].C(N(CC)C(C)C)(C)C. (3) Given the product [CH:11]1[C:12]2[C:7](=[CH:6][CH:5]=[CH:4][CH:3]=2)[CH:8]=[CH:9][C:10]=1[C:21]1([C:20]([OH:23])=[O:1])[CH2:18][CH2:17]1, predict the reactants needed to synthesize it. The reactants are: [OH-:1].[Na+].[CH:3]1[C:12]2[C:7](=[CH:8][CH:9]=[CH:10][CH:11]=2)[CH:6]=[CH:5][C:4]=1CC#N.Br[CH2:17][CH2:18]Cl.[CH2:20]([OH:23])[CH2:21]O. (4) Given the product [CH3:34][O:37][C:19]1[CH:20]=[CH:21][C:22]([C:8](=[CH2:9])[C:42]([NH:40][CH3:39])=[O:43])=[CH:23][CH:1]=1, predict the reactants needed to synthesize it. The reactants are: [CH3:1]N.CCN([CH2:8][CH3:9])CC.CN(C(ON1N=N[C:20]2[CH:21]=[CH:22][CH:23]=N[C:19]1=2)=[N+](C)C)C.F[P-](F)(F)(F)(F)F.[C:34]([O-:37])(O)=O.[Na+].[CH3:39][N:40]([CH:42]=[O:43])C.